This data is from Full USPTO retrosynthesis dataset with 1.9M reactions from patents (1976-2016). The task is: Predict the reactants needed to synthesize the given product. (1) Given the product [N:1]([CH2:4][CH2:5][CH2:6][C:7]1([C:23]2[CH:28]=[CH:27][CH:26]=[CH:25][CH:24]=2)[N:11]([C:12]2[S:14][CH:30]=[C:31]([C:32]([O:34][CH2:35][CH3:36])=[O:33])[N:13]=2)[N:10]=[C:9]([C:15]2[CH:20]=[C:19]([F:21])[CH:18]=[CH:17][C:16]=2[F:22])[S:8]1)=[N+:2]=[N-:3], predict the reactants needed to synthesize it. The reactants are: [N:1]([CH2:4][CH2:5][CH2:6][C:7]1([C:23]2[CH:28]=[CH:27][CH:26]=[CH:25][CH:24]=2)[N:11]([C:12](=[S:14])[NH2:13])[N:10]=[C:9]([C:15]2[CH:20]=[C:19]([F:21])[CH:18]=[CH:17][C:16]=2[F:22])[S:8]1)=[N+:2]=[N-:3].Br[CH2:30][C:31](=O)[C:32]([O:34][CH2:35][CH3:36])=[O:33]. (2) Given the product [C:18]1([C:27]2[CH:28]=[CH:29][CH:30]=[CH:31][CH:32]=2)[CH:23]=[CH:22][CH:21]=[CH:20][C:19]=1[C:2]1[CH:15]=[CH:14][C:13]2[C:12](=[O:16])[C:11]3[C:6](=[CH:7][CH:8]=[CH:9][CH:10]=3)[C:5](=[O:17])[C:4]=2[CH:3]=1, predict the reactants needed to synthesize it. The reactants are: Cl[C:2]1[CH:15]=[CH:14][C:13]2[C:12](=[O:16])[C:11]3[C:6](=[CH:7][CH:8]=[CH:9][CH:10]=3)[C:5](=[O:17])[C:4]=2[CH:3]=1.[C:18]1([C:27]2[CH:32]=[CH:31][CH:30]=[CH:29][CH:28]=2)[CH:23]=[CH:22][CH:21]=[CH:20][C:19]=1B(O)O.C(=O)([O-])[O-].[Cs+].[Cs+].C1(C)C=CC=CC=1.C1(P(C2CCCCC2)C2CCCCC2)CCCCC1. (3) Given the product [F:33][CH:34]([F:46])[O:35][C:19]1[CH:18]=[CH:17][C:16]([C:14]2[N:15]=[C:9]3[CH:8]=[C:7]([NH:6][CH3:5])[CH:12]=[CH:11][N:10]3[CH:13]=2)=[CH:21][CH:20]=1, predict the reactants needed to synthesize it. The reactants are: C(O)(=O)C.[CH3:5][NH:6][C:7]1[CH:12]=[CH:11][N:10]2[CH:13]=[C:14]([C:16]3[CH:21]=[CH:20][C:19](CO)=[CH:18][CH:17]=3)[N:15]=[C:9]2[CH:8]=1.CNC1C=CN=C(N)C=1.[F:33][CH:34]([F:46])[O:35]C1C=CC(C(=O)CBr)=CC=1. (4) Given the product [Br:1][C:2]1[CH:10]=[C:9]2[C:5]([C:6]([C:11]([O:13][CH3:14])=[O:12])=[CH:7][N:8]2[CH:17]2[CH2:21][CH2:20][CH2:19][CH2:18]2)=[CH:4][C:3]=1[F:15], predict the reactants needed to synthesize it. The reactants are: [Br:1][C:2]1[CH:10]=[C:9]2[C:5]([C:6]([C:11]([O:13][CH3:14])=[O:12])=[CH:7][NH:8]2)=[CH:4][C:3]=1[F:15].Br[CH:17]1[CH2:21][CH2:20][CH2:19][CH2:18]1.C([O-])([O-])=O.[Cs+].[Cs+]. (5) Given the product [Br:8][C:4]1[CH:5]=[CH:6][CH:7]=[C:2]([CH2:14][C:13]2[CH:16]=[CH:17][CH:18]=[C:11]([F:10])[CH:12]=2)[N:3]=1, predict the reactants needed to synthesize it. The reactants are: Br[C:2]1[CH:7]=[CH:6][CH:5]=[C:4]([Br:8])[N:3]=1.[Br-].[F:10][C:11]1[CH:12]=[C:13]([CH:16]=[CH:17][CH:18]=1)[CH2:14][Zn+]. (6) Given the product [C:1]([O:5][C:6]([N:8]1[CH2:12][C@@H:11]([CH2:13][N:14]([CH3:15])[S:44]([CH2:43][C:37]2[CH:42]=[CH:41][CH:40]=[CH:39][CH:38]=2)(=[O:46])=[O:45])[C@H:10]([CH2:16][N:17]([CH:34]([CH3:36])[CH3:35])[C:18](=[O:33])[C:19]2[CH:24]=[CH:23][C:22]([O:25][CH3:26])=[C:21]([O:27][CH2:28][CH2:29][CH2:30][O:31][CH3:32])[CH:20]=2)[CH2:9]1)=[O:7])([CH3:3])([CH3:4])[CH3:2], predict the reactants needed to synthesize it. The reactants are: [C:1]([O:5][C:6]([N:8]1[CH2:12][C@@H:11]([CH2:13][NH:14][CH3:15])[C@H:10]([CH2:16][N:17]([CH:34]([CH3:36])[CH3:35])[C:18](=[O:33])[C:19]2[CH:24]=[CH:23][C:22]([O:25][CH3:26])=[C:21]([O:27][CH2:28][CH2:29][CH2:30][O:31][CH3:32])[CH:20]=2)[CH2:9]1)=[O:7])([CH3:4])([CH3:3])[CH3:2].[C:37]1([CH2:43][S:44](Cl)(=[O:46])=[O:45])[CH:42]=[CH:41][CH:40]=[CH:39][CH:38]=1.C(N(CC)CC)C.C([O-])(O)=O.[Na+].